This data is from Forward reaction prediction with 1.9M reactions from USPTO patents (1976-2016). The task is: Predict the product of the given reaction. (1) Given the reactants Br[C:2]1[CH:3]=[CH:4][C:5]2[N:6]([CH:8]=[C:9]([C:11]([F:14])([F:13])[F:12])[N:10]=2)[CH:7]=1.C[S-:16].[Na+], predict the reaction product. The product is: [F:12][C:11]([F:14])([F:13])[C:9]1[N:10]=[C:5]2[CH:4]=[CH:3][C:2]([SH:16])=[CH:7][N:6]2[CH:8]=1. (2) Given the reactants [OH:1][CH:2]1[CH2:8][CH2:7][CH2:6][N:5]([C:9]([O:11][CH2:12][C:13]2[CH:18]=[CH:17][CH:16]=[CH:15][CH:14]=2)=[O:10])[CH2:4][CH2:3]1.[CH3:19][S:20](Cl)(=[O:22])=[O:21], predict the reaction product. The product is: [CH3:19][S:20]([O:1][CH:2]1[CH2:8][CH2:7][CH2:6][N:5]([C:9]([O:11][CH2:12][C:13]2[CH:18]=[CH:17][CH:16]=[CH:15][CH:14]=2)=[O:10])[CH2:4][CH2:3]1)(=[O:22])=[O:21]. (3) Given the reactants [OH:1][C:2]1[CH:3]=[C:4]2[C:8](=[CH:9][CH:10]=1)[N:7]([CH3:11])[N:6]=[C:5]2[C:12]1[N:17]=[C:16]2[C:18]([C:40]([O:42][CH3:43])=[O:41])=[CH:19][N:20]([C:21]([C:34]3[CH:39]=[CH:38][CH:37]=[CH:36][CH:35]=3)([C:28]3[CH:33]=[CH:32][CH:31]=[CH:30][CH:29]=3)[C:22]3[CH:27]=[CH:26][CH:25]=[CH:24][CH:23]=3)[C:15]2=[N:14][CH:13]=1.C([O-])([O-])=O.[K+].[K+].Cl[CH2:51][CH2:52][CH2:53][C:54]([CH3:59])([N+:56]([O-:58])=[O:57])[CH3:55].O, predict the reaction product. The product is: [CH3:11][N:7]1[C:8]2[C:4](=[CH:3][C:2]([O:1][CH2:51][CH2:52][CH2:53][C:54]([CH3:59])([N+:56]([O-:58])=[O:57])[CH3:55])=[CH:10][CH:9]=2)[C:5]([C:12]2[N:17]=[C:16]3[C:18]([C:40]([O:42][CH3:43])=[O:41])=[CH:19][N:20]([C:21]([C:22]4[CH:27]=[CH:26][CH:25]=[CH:24][CH:23]=4)([C:28]4[CH:33]=[CH:32][CH:31]=[CH:30][CH:29]=4)[C:34]4[CH:35]=[CH:36][CH:37]=[CH:38][CH:39]=4)[C:15]3=[N:14][CH:13]=2)=[N:6]1. (4) Given the reactants [CH2:1]([Mg]Cl)[CH:2]=[CH2:3].[Cl:6][C:7]1[CH:23]=[C:22]([Cl:24])[C:21]([O:25][CH2:26][C:27]2[CH:32]=[CH:31][C:30]([O:33][CH3:34])=[CH:29][CH:28]=2)=[CH:20][C:8]=1[O:9][C:10]1[N:14]([CH3:15])[N:13]=[C:12]([CH:16]=[O:17])[C:11]=1[CH:18]=[CH2:19].[Cl-].[NH4+], predict the reaction product. The product is: [Cl:6][C:7]1[CH:23]=[C:22]([Cl:24])[C:21]([O:25][CH2:26][C:27]2[CH:28]=[CH:29][C:30]([O:33][CH3:34])=[CH:31][CH:32]=2)=[CH:20][C:8]=1[O:9][C:10]1[N:14]([CH3:15])[N:13]=[C:12]([CH:16]([OH:17])[CH2:3][CH:2]=[CH2:1])[C:11]=1[CH:18]=[CH2:19]. (5) Given the reactants [Br:1][C:2]1[CH:3]=[C:4]2[C:8](=[C:9]([C:12]([NH2:14])=[O:13])[C:10]=1[F:11])[NH:7][CH:6]=[C:5]2[CH:15]1[CH2:20][CH2:19]S[CH2:17][CH2:16]1.C([O-])(O)=O.[Na+].O[O:27][S:28]([O-:30])=O.[K+].C(Cl)Cl, predict the reaction product. The product is: [Br:1][C:2]1[CH:3]=[C:4]2[C:8](=[C:9]([C:12]([NH2:14])=[O:13])[C:10]=1[F:11])[NH:7][CH:6]=[C:5]2[CH:15]1[CH2:20][CH2:19][S:28](=[O:30])(=[O:27])[CH2:17][CH2:16]1.